This data is from Catalyst prediction with 721,799 reactions and 888 catalyst types from USPTO. The task is: Predict which catalyst facilitates the given reaction. (1) The catalyst class is: 120. Product: [C:1]([O:5][C:6](=[O:7])[NH:8][CH2:9][C:10]1[CH:18]=[CH:17][C:13]([C:14]([Cl:22])=[O:15])=[CH:12][CH:11]=1)([CH3:4])([CH3:3])[CH3:2]. Reactant: [C:1]([O:5][C:6]([NH:8][CH2:9][C:10]1[CH:18]=[CH:17][C:13]([C:14](O)=[O:15])=[CH:12][CH:11]=1)=[O:7])([CH3:4])([CH3:3])[CH3:2].C(Cl)(=O)C([Cl:22])=O. (2) The catalyst class is: 225. Reactant: [OH:1][CH:2]([C:4]1[N:9]=[C:8]([NH:10]C(=O)C(C)(C)C)[CH:7]=[CH:6][CH:5]=1)[CH3:3].Cl.[OH-].[Na+]. Product: [NH2:10][C:8]1[N:9]=[C:4]([CH:2]([OH:1])[CH3:3])[CH:5]=[CH:6][CH:7]=1. (3) Reactant: [CH:1]1([NH:6][C:7]2[CH:16]=[CH:15][C:10]([C:11]([O:13]C)=[O:12])=[CH:9][C:8]=2[CH3:17])[CH2:5][CH2:4][CH2:3][CH2:2]1.[OH-].[Na+]. Product: [CH:1]1([NH:6][C:7]2[CH:16]=[CH:15][C:10]([C:11]([OH:13])=[O:12])=[CH:9][C:8]=2[CH3:17])[CH2:2][CH2:3][CH2:4][CH2:5]1. The catalyst class is: 5. (4) Reactant: [N+:1]([CH2:3][C:4]([O:6]C)=O)#[C-:2].Cl.[F:9][C:10]1([F:15])[CH2:14][CH2:13][NH:12][CH2:11]1.C(N(CC)CC)C. Product: [F:9][C:10]1([F:15])[CH2:14][CH2:13][N:12]([C:4](=[O:6])[CH2:3][N+:1]#[C-:2])[CH2:11]1. The catalyst class is: 5. (5) Reactant: C[O:2][C:3](=O)[CH:4]([O:9][C:10]1[CH:15]=[C:14]([O:16][CH3:17])[CH:13]=[CH:12][C:11]=1[Cl:18])[C:5](OC)=[O:6].C[O-].[Na+].Cl.[CH:24]([NH2:26])=[NH:25]. Product: [Cl:18][C:11]1[CH:12]=[CH:13][C:14]([O:16][CH3:17])=[CH:15][C:10]=1[O:9][C:4]1[C:5]([OH:6])=[N:25][CH:24]=[N:26][C:3]=1[OH:2]. The catalyst class is: 5. (6) Reactant: [CH3:1][NH:2][CH3:3].[Br:4][C:5]1[CH:6]=[CH:7][C:8]([CH:11]=[CH2:12])=[N:9][CH:10]=1. Product: [Br:4][C:5]1[CH:6]=[CH:7][C:8]([CH2:11][CH2:12][N:2]([CH3:3])[CH3:1])=[N:9][CH:10]=1. The catalyst class is: 559. (7) Reactant: [Cl:1][C:2]1[CH:7]=[CH:6][C:5]([S:8]([N:11]([C@H:24]([CH2:28][CH2:29][C:30]([F:33])([F:32])[F:31])[C:25]([NH2:27])=[O:26])[CH2:12][C:13]2[CH:18]=[CH:17][C:16]([C:19](=[N:21][OH:22])[NH2:20])=[CH:15][C:14]=2[F:23])(=[O:10])=[O:9])=[CH:4][CH:3]=1.[CH:34](OCC)(OCC)OCC.B(F)(F)F.CCOCC.CCOC(C)=O. Product: [Cl:1][C:2]1[CH:7]=[CH:6][C:5]([S:8]([N:11]([CH2:12][C:13]2[CH:18]=[CH:17][C:16]([C:19]3[N:20]=[CH:34][O:22][N:21]=3)=[CH:15][C:14]=2[F:23])[C@H:24]([CH2:28][CH2:29][C:30]([F:32])([F:33])[F:31])[C:25]([NH2:27])=[O:26])(=[O:10])=[O:9])=[CH:4][CH:3]=1. The catalyst class is: 68.